Task: Predict the product of the given reaction.. Dataset: Forward reaction prediction with 1.9M reactions from USPTO patents (1976-2016) (1) Given the reactants CO.[C:3]([O:11][CH2:12][C:13]([O:15]C)=[O:14])(=[O:10])[C:4]1[CH:9]=[CH:8][CH:7]=[CH:6][CH:5]=1.O.[OH-].[Li+], predict the reaction product. The product is: [C:3]([O:11][CH2:12][C:13]([OH:15])=[O:14])(=[O:10])[C:4]1[CH:9]=[CH:8][CH:7]=[CH:6][CH:5]=1. (2) Given the reactants [NH2:1][C:2]1[S:3][CH:4]=[C:5]([CH2:11][O:12][CH2:13][O:14][CH3:15])[C:6]=1[S:7]([NH2:10])(=[O:9])=[O:8].CS[C:18](SC)=[C:19]1[C:28](=[O:29])[C:27]2[C:22](=[N:23][CH:24]=[CH:25][CH:26]=2)[N:21]([CH2:30][CH2:31][CH2:32][CH3:33])[C:20]1=[O:34], predict the reaction product. The product is: [CH2:30]([N:21]1[C:22]2[C:27](=[CH:26][CH:25]=[CH:24][N:23]=2)[C:28]([OH:29])=[C:19]([C:18]2[NH:1][C:2]3[S:3][CH:4]=[C:5]([CH2:11][O:12][CH2:13][O:14][CH3:15])[C:6]=3[S:7](=[O:8])(=[O:9])[N:10]=2)[C:20]1=[O:34])[CH2:31][CH2:32][CH3:33]. (3) Given the reactants [CH2:1]([C:3]1[C:11]([NH:12][C:13](=[O:19])[O:14][C:15]([CH3:18])([CH3:17])[CH3:16])=[C:6]2[CH:7]=[CH:8][CH:9]=[CH:10][N:5]2[N:4]=1)[CH3:2].CC(C)([O-])C.[K+].CS(O[CH2:31][CH:32]1[CH2:37][CH2:36][O:35][CH2:34][CH2:33]1)(=O)=O.O1CCCC1, predict the reaction product. The product is: [CH2:1]([C:3]1[C:11]([N:12]([CH2:31][CH:32]2[CH2:37][CH2:36][O:35][CH2:34][CH2:33]2)[C:13](=[O:19])[O:14][C:15]([CH3:18])([CH3:17])[CH3:16])=[C:6]2[CH:7]=[CH:8][CH:9]=[CH:10][N:5]2[N:4]=1)[CH3:2]. (4) Given the reactants [Br:1]N1C(=O)CCC1=O.C([O-])(=O)C.[Na+].C[Si](C)(C)[O:16][C:17]1[CH2:22][CH2:21][CH2:20][CH:19]([CH3:23])[CH:18]=1.O, predict the reaction product. The product is: [Br:1][CH:18]1[CH:19]([CH3:23])[CH2:20][CH2:21][CH2:22][C:17]1=[O:16]. (5) The product is: [N:3]1[N:2]([C:6]2[C:7]([C:11]([N:20]3[C@H:15]([CH3:14])[CH2:16][CH2:17][C@@H:18]([C:21]4[N:22]=[C:23]([C:26]([O:28][CH2:29][CH3:30])=[O:27])[S:24][CH:25]=4)[CH2:19]3)=[O:13])=[CH:8][S:9][CH:10]=2)[N:1]=[CH:5][CH:4]=1. Given the reactants [N:1]1[N:2]([C:6]2[C:7]([C:11]([OH:13])=O)=[CH:8][S:9][CH:10]=2)[N:3]=[CH:4][CH:5]=1.[CH3:14][C@H:15]1[NH:20][CH2:19][C@H:18]([C:21]2[N:22]=[C:23]([C:26]([O:28][CH2:29][CH3:30])=[O:27])[S:24][CH:25]=2)[CH2:17][CH2:16]1.O, predict the reaction product. (6) Given the reactants [NH2:1][C:2]1[N:10]=[CH:9][CH:8]=[CH:7][C:3]=1[C:4]([OH:6])=[O:5].Cl[CH2:12][C:13]([OH:15])=[O:14].C(=O)([O-])[O-].[Na+].[Na+], predict the reaction product. The product is: [C:13]([CH2:12][NH:1][C:2]1[N:10]=[CH:9][CH:8]=[CH:7][C:3]=1[C:4]([OH:6])=[O:5])([OH:15])=[O:14]. (7) Given the reactants [Br:1][C:2]1[C:11]2[C:6](=[CH:7][C:8]([F:14])=[C:9]([O:12][CH3:13])[CH:10]=2)[N:5]=[CH:4][C:3]=1[NH:15]C(=O)OC(C)(C)C.FC(F)(F)C(O)=O, predict the reaction product. The product is: [Br:1][C:2]1[C:11]2[C:6](=[CH:7][C:8]([F:14])=[C:9]([O:12][CH3:13])[CH:10]=2)[N:5]=[CH:4][C:3]=1[NH2:15]. (8) Given the reactants C([O:3][C:4](=[O:20])[C@@H:5]([O:18][CH3:19])[CH2:6][C:7]1[CH:12]=[CH:11][C:10]([O:13][CH2:14][CH2:15][CH2:16]Br)=[CH:9][CH:8]=1)C.[CH:21]([C:24]1[CH:29]=[CH:28][CH:27]=[CH:26][C:25]=1[OH:30])([CH3:23])[CH3:22].CO[C@@H](CC1C=CC(OCCCOC2C=CC=CC=2)=CC=1)C(O)=O, predict the reaction product. The product is: [CH:21]([C:24]1[CH:29]=[CH:28][CH:27]=[CH:26][C:25]=1[O:30][CH2:16][CH2:15][CH2:14][O:13][C:10]1[CH:9]=[CH:8][C:7]([CH2:6][C@H:5]([O:18][CH3:19])[C:4]([OH:3])=[O:20])=[CH:12][CH:11]=1)([CH3:23])[CH3:22].